Predict the reaction yield, written as a fraction of the theoretical maximum amount of product (1.0 means a 100% yield; for example, 0.34 means a 34% yield). From a dataset of Reaction yield outcomes from USPTO patents with 853,638 reactions. (1) The reactants are [F:1][C:2]1[C:10]([F:11])=[C:9]([F:12])[CH:8]=[CH:7][C:3]=1[C:4]([OH:6])=[O:5].C[Si](C)(C)O[Si](C)(C)C.[N+:22]([O-])([OH:24])=[O:23].O. The catalyst is S(=O)(=O)(O)O. The product is [F:1][C:2]1[C:10]([F:11])=[C:9]([F:12])[C:8]([N+:22]([O-:24])=[O:23])=[CH:7][C:3]=1[C:4]([OH:6])=[O:5]. The yield is 0.743. (2) The reactants are Cl[C:2]1[CH:7]=[CH:6][CH:5]=[C:4](Cl)[C:3]=1[C:9]1[N:13]2[C:14]3[CH:15]=[CH:16][CH:17]=[CH:18][C:19]=3[C:20]3[CH:21]=[CH:22][CH:23]=[CH:24][C:25]=3[C:12]2=[N:11][CH:10]=1.[C:26]1(B(O)O)[CH:31]=[CH:30][CH:29]=[CH:28][CH:27]=1.[CH:35]1(P([CH:35]2[CH2:40][CH2:39][CH2:38][CH2:37][CH2:36]2)C2C=CC=CC=2C2C(OC)=CC=CC=2OC)[CH2:40][CH2:39][CH2:38][CH2:37][CH2:36]1.[O-]P([O-])([O-])=O.[K+].[K+].[K+]. The catalyst is CC([O-])=O.CC([O-])=O.[Pd+2].C1(C)C=CC=CC=1. The product is [C:26]1([C:2]2[CH:7]=[CH:6][CH:5]=[C:4]([C:35]3[CH:40]=[CH:39][CH:38]=[CH:37][CH:36]=3)[C:3]=2[C:9]2[N:13]3[C:14]4[CH:15]=[CH:16][CH:17]=[CH:18][C:19]=4[C:20]4[CH:21]=[CH:22][CH:23]=[CH:24][C:25]=4[C:12]3=[N:11][CH:10]=2)[CH:31]=[CH:30][CH:29]=[CH:28][CH:27]=1. The yield is 0.620. (3) The reactants are [Br:1][C:2]1[CH:11]=[C:10]2[C:5]([CH2:6][CH2:7][CH2:8][C:9]2([CH3:13])[CH3:12])=[C:4]([O:14][CH3:15])[CH:3]=1.C(OCC)(=[O:18])C. The catalyst is C(O)(=O)C.O.CCCCCC.[O-2].[O-2].[O-2].[Cr+6]. The product is [Br:1][C:2]1[CH:11]=[C:10]2[C:5](=[C:4]([O:14][CH3:15])[CH:3]=1)[C:6](=[O:18])[CH2:7][CH2:8][C:9]2([CH3:12])[CH3:13]. The yield is 0.330. (4) The reactants are Cl[C:2]1[CH:7]=[CH:6][N:5]=[C:4]([N:8]2[CH:12]=[CH:11][N:10]=[CH:9]2)[N:3]=1.[NH:13]1[CH2:18][CH2:17][CH2:16][CH2:15][CH:14]1[CH2:19][CH2:20][OH:21].CCN(C(C)C)C(C)C. The catalyst is CN(C=O)C. The product is [N:8]1([C:4]2[N:3]=[C:2]([N:13]3[CH2:18][CH2:17][CH2:16][CH2:15][CH:14]3[CH2:19][CH2:20][OH:21])[CH:7]=[CH:6][N:5]=2)[CH:12]=[CH:11][N:10]=[CH:9]1. The yield is 0.460. (5) The reactants are [C:1]([C:5]1[CH:10]=[CH:9][C:8]([C@H:11]2[CH2:16][C@H:15]([C:17]3[O:21][NH:20][C:19](=[O:22])[CH:18]=3)[CH2:14][CH2:13][N:12]2C(OC)=O)=[CH:7][CH:6]=1)([CH3:4])([CH3:3])[CH3:2].Br. No catalyst specified. The product is [C:1]([C:5]1[CH:10]=[CH:9][C:8]([C@H:11]2[CH2:16][C@H:15]([C:17]3[O:21][NH:20][C:19](=[O:22])[CH:18]=3)[CH2:14][CH2:13][NH:12]2)=[CH:7][CH:6]=1)([CH3:4])([CH3:2])[CH3:3]. The yield is 0.840. (6) The reactants are [OH-].[Na+].[CH3:3][C@@H:4]1[CH2:9][N:8]([C:10]2[O:11][C:12]3[C:17]([C:18](=[O:20])[CH:19]=2)=[CH:16][C:15]([C:21]([O:23]C)=[O:22])=[CH:14][C:13]=3[CH:25]2[CH2:29][CH2:28][CH2:27][N:26]2[C:30]2[CH:35]=[CH:34][CH:33]=[CH:32][CH:31]=2)[CH2:7][CH2:6][O:5]1.O. The catalyst is CO. The product is [CH3:3][C@@H:4]1[CH2:9][N:8]([C:10]2[O:11][C:12]3[C:17]([C:18](=[O:20])[CH:19]=2)=[CH:16][C:15]([C:21]([OH:23])=[O:22])=[CH:14][C:13]=3[CH:25]2[CH2:29][CH2:28][CH2:27][N:26]2[C:30]2[CH:35]=[CH:34][CH:33]=[CH:32][CH:31]=2)[CH2:7][CH2:6][O:5]1. The yield is 0.860. (7) The reactants are [CH:1]12[CH2:10][CH:5]3[CH2:6][CH:7]([CH2:9][CH:3]([CH2:4]3)[CH:2]1[N:11]1[C:14](=[O:15])[C:13]([CH3:17])([CH3:16])[NH:12]1)[CH2:8]2.C(=O)([O-])[O-].[K+].[K+].[CH2:24]([O:26][C:27](=[O:30])[CH2:28]Br)[CH3:25].O. The catalyst is CN(C)C=O. The product is [CH3:16][C:13]1([CH3:17])[N:12]([CH2:28][C:27]([O:26][CH2:24][CH3:25])=[O:30])[N:11]([CH:2]2[CH:3]3[CH2:4][CH:5]4[CH2:6][CH:7]([CH2:8][CH:1]2[CH2:10]4)[CH2:9]3)[C:14]1=[O:15]. The yield is 0.594.